This data is from Forward reaction prediction with 1.9M reactions from USPTO patents (1976-2016). The task is: Predict the product of the given reaction. (1) Given the reactants [I:1][C:2]1[CH:3]=[C:4]2[C:9](=[CH:10][CH:11]=1)[C:8](=[O:12])[NH:7][C:6](=[O:13])/[C:5]/2=[CH:14]/OC.[NH2:17][C:18]1[CH:23]=[CH:22][C:21]([N:24]2[CH2:29][CH2:28][CH:27]([CH2:30][N:31]([CH3:38])[CH:32]3[CH2:36][CH2:35][N:34]([CH3:37])[CH2:33]3)[CH2:26][CH2:25]2)=[CH:20][CH:19]=1.FC(F)(F)C(O)=O.C(N(CC)CC)C, predict the reaction product. The product is: [I:1][C:2]1[CH:3]=[C:4]2[C:9](=[CH:10][CH:11]=1)[C:8](=[O:12])[NH:7][C:6](=[O:13])/[C:5]/2=[CH:14]\[NH:17][C:18]1[CH:23]=[CH:22][C:21]([N:24]2[CH2:29][CH2:28][CH:27]([CH2:30][N:31]([CH3:38])[CH:32]3[CH2:36][CH2:35][N:34]([CH3:37])[CH2:33]3)[CH2:26][CH2:25]2)=[CH:20][CH:19]=1. (2) Given the reactants [Cl:1][C:2]1[CH:3]=[C:4]([C@H:9]2[C:18]3[C:13](=[CH:14][C:15]([C:19]#[C:20][CH2:21][CH2:22][CH2:23][O:24][CH3:25])=[CH:16][CH:17]=3)[C@@H:12]([N:26](C(OC(C)(C)C)=O)[CH3:27])[CH2:11][CH2:10]2)[CH:5]=[CH:6][C:7]=1[Cl:8], predict the reaction product. The product is: [ClH:1].[Cl:1][C:2]1[CH:3]=[C:4]([C@H:9]2[C:18]3[C:13](=[CH:14][C:15]([C:19]#[C:20][CH2:21][CH2:22][CH2:23][O:24][CH3:25])=[CH:16][CH:17]=3)[C@@H:12]([NH:26][CH3:27])[CH2:11][CH2:10]2)[CH:5]=[CH:6][C:7]=1[Cl:8]. (3) Given the reactants [F:1][C:2]1[CH:7]=[C:6]([O:8][CH3:9])[CH:5]=[CH:4][C:3]=1[C:10]1[N:15]=[CH:14][C:13]([C:16]([O:18][CH3:19])=[O:17])=[C:12]([C:20]([F:23])([F:22])[F:21])[CH:11]=1.[I:24]I, predict the reaction product. The product is: [F:1][C:2]1[CH:7]=[C:6]([O:8][CH3:9])[C:5]([I:24])=[CH:4][C:3]=1[C:10]1[N:15]=[CH:14][C:13]([C:16]([O:18][CH3:19])=[O:17])=[C:12]([C:20]([F:23])([F:21])[F:22])[CH:11]=1. (4) Given the reactants Cl[C:2]1[N:7]=[C:6]([N:8]2[CH2:13][CH2:12][O:11][CH2:10][CH2:9]2)[CH:5]=[C:4]([O:14][CH:15]2[CH2:20][CH2:19][O:18][CH2:17][CH2:16]2)[N:3]=1.[CH3:21][O:22][C:23]1[C:28](B2OC(C)(C)C(C)(C)O2)=[CH:27][N:26]=[C:25]([NH2:38])[N:24]=1, predict the reaction product. The product is: [CH3:21][O:22][C:23]1[C:28]([C:2]2[N:7]=[C:6]([N:8]3[CH2:13][CH2:12][O:11][CH2:10][CH2:9]3)[CH:5]=[C:4]([O:14][CH:15]3[CH2:20][CH2:19][O:18][CH2:17][CH2:16]3)[N:3]=2)=[CH:27][N:26]=[C:25]([NH2:38])[N:24]=1.